This data is from Catalyst prediction with 721,799 reactions and 888 catalyst types from USPTO. The task is: Predict which catalyst facilitates the given reaction. (1) Reactant: Cl.[NH2:2][C@@H:3]([C:6]1[CH:11]=[CH:10][C:9]([F:12])=[C:8]([Cl:13])[CH:7]=1)[CH2:4][OH:5].[CH3:14][C:15]([O:18][C:19](O[C:19]([O:18][C:15]([CH3:17])([CH3:16])[CH3:14])=[O:20])=[O:20])([CH3:17])[CH3:16]. Product: [Cl:13][C:8]1[CH:7]=[C:6]([C@H:3]([NH:2][C:19](=[O:20])[O:18][C:15]([CH3:17])([CH3:16])[CH3:14])[CH2:4][OH:5])[CH:11]=[CH:10][C:9]=1[F:12]. The catalyst class is: 5. (2) Reactant: [CH3:1][O:2][C:3]1[CH:4]=[C:5]2[C:10](=[CH:11][C:12]=1[O:13][CH3:14])[N:9]=[CH:8][CH:7]=[C:6]2[O:15][C:16]1[CH:22]=[CH:21][C:19]([NH2:20])=[CH:18][CH:17]=1.[CH2:23]1[C:32]2[C:27](=[CH:28][CH:29]=[CH:30][CH:31]=2)[CH2:26][CH2:25][N:24]1[C:33]([N:35]=[C:36]=[S:37])=[O:34]. Product: [CH2:23]1[C:32]2[C:27](=[CH:28][CH:29]=[CH:30][CH:31]=2)[CH2:26][CH2:25][N:24]1[C:33]([N:35]=[C:36]=[S:37])=[O:34].[CH3:1][O:2][C:3]1[CH:4]=[C:5]2[C:10](=[CH:11][C:12]=1[O:13][CH3:14])[N:9]=[CH:8][CH:7]=[C:6]2[O:15][C:16]1[CH:22]=[CH:21][C:19]([NH:20][C:36]([NH:35][C:33]([N:24]2[CH2:25][CH2:26][C:27]3[C:32](=[CH:31][CH:30]=[CH:29][CH:28]=3)[CH2:23]2)=[O:34])=[S:37])=[CH:18][CH:17]=1. The catalyst class is: 234.